Predict the product of the given reaction. From a dataset of Forward reaction prediction with 1.9M reactions from USPTO patents (1976-2016). (1) Given the reactants [CH3:1][C:2]([C:4]1[CH:13]=[CH:12][C:7]2[O:8][CH2:9][CH2:10][O:11][C:6]=2[CH:5]=1)=[O:3].[CH:14]1([Mg]Br)[CH2:16][CH2:15]1.C1(C(C2C=CC(Cl)=CC=2)(O)C)CC1, predict the reaction product. The product is: [CH:14]1([C:2]([C:4]2[CH:13]=[CH:12][C:7]3[O:8][CH2:9][CH2:10][O:11][C:6]=3[CH:5]=2)([OH:3])[CH3:1])[CH2:16][CH2:15]1. (2) Given the reactants [NH:1]1[C:5]2=[CH:6][N:7]=[CH:8][CH:9]=[C:4]2[C:3]([C:10](=[O:12])[CH3:11])=[N:2]1.C(=O)([O-])[O-].[K+].[K+].Br[CH2:20][C:21]([O:23][C:24]([CH3:27])([CH3:26])[CH3:25])=[O:22].O, predict the reaction product. The product is: [C:24]([O:23][C:21](=[O:22])[CH2:20][N:1]1[C:5]2=[CH:6][N:7]=[CH:8][CH:9]=[C:4]2[C:3]([C:10](=[O:12])[CH3:11])=[N:2]1)([CH3:27])([CH3:26])[CH3:25]. (3) Given the reactants [CH3:1][CH2:2][N:3]([CH2:6][CH2:7][NH:8][C:9]([C:11]1[C:15]([CH3:16])=[C:14](/[CH:17]=[C:18]2/[C:19]3[CH:24]=[C:23]([F:25])[CH:22]=[CH:21][C:20]=3[NH:26][C:27]/2=[O:28])[NH:13][C:12]=1[CH3:29])=[O:10])[CH2:4][CH3:5].[CH2:30]([OH:32])[CH3:31].C([O:37]C)(C)(C)C, predict the reaction product. The product is: [CH3:1][CH2:2][N:3]([CH2:6][CH2:7][NH:8][C:9]([C:11]1[C:15]([CH3:16])=[C:14](/[CH:17]=[C:18]2/[C:19]3[CH:24]=[C:23]([F:25])[CH:22]=[CH:21][C:20]=3[NH:26][C:27]/2=[O:28])[NH:13][C:12]=1[CH3:29])=[O:10])[CH2:4][CH3:5].[C:30]([O-:37])(=[O:32])[CH3:31]. (4) Given the reactants C([Li])CCC.C(NC(C)C)(C)C.C([N-]C(C)C)(C)C.[Li+].[Cl:21][C:22]1[CH:27]=[C:26]([C:28]([F:31])([F:30])[F:29])[CH:25]=[CH:24][N:23]=1.[CH2:32]([O:39][C:40]1[C:41]([O:49][CH3:50])=[CH:42][C:43]([CH3:48])=[C:44]([CH:47]=1)[CH:45]=[O:46])[C:33]1[CH:38]=[CH:37][CH:36]=[CH:35][CH:34]=1.[Cl-].[NH4+].C(=O)(O)[O-].[Na+], predict the reaction product. The product is: [CH2:32]([O:39][C:40]1[C:41]([O:49][CH3:50])=[CH:42][C:43]([CH3:48])=[C:44]([CH:45]([C:27]2[C:22]([Cl:21])=[N:23][CH:24]=[CH:25][C:26]=2[C:28]([F:29])([F:30])[F:31])[OH:46])[CH:47]=1)[C:33]1[CH:34]=[CH:35][CH:36]=[CH:37][CH:38]=1. (5) Given the reactants [CH2:1]([O:8][NH:9][C:10]([C@H:12]1[C@H:17]2[O:18][C:19]([CH3:22])([CH3:21])[O:20][C@@H:16]2[C@H:15]([O:23]C(=O)C)[CH2:14][N:13]1[S:27]([C:30]1[CH:35]=[CH:34][C:33]([O:36][CH3:37])=[CH:32][CH:31]=1)(=[O:29])=[O:28])=[O:11])[C:2]1[CH:7]=[CH:6][CH:5]=[CH:4][CH:3]=1.C[O-].[Na+], predict the reaction product. The product is: [CH2:1]([O:8][NH:9][C:10]([C@H:12]1[C@H:17]2[O:18][C:19]([CH3:22])([CH3:21])[O:20][C@@H:16]2[C@H:15]([OH:23])[CH2:14][N:13]1[S:27]([C:30]1[CH:31]=[CH:32][C:33]([O:36][CH3:37])=[CH:34][CH:35]=1)(=[O:29])=[O:28])=[O:11])[C:2]1[CH:3]=[CH:4][CH:5]=[CH:6][CH:7]=1. (6) Given the reactants [CH:1]1([CH2:4][O:5][C:6]2[CH:11]=[C:10]([O:12][CH3:13])[CH:9]=[CH:8][C:7]=2[C:14]2[C:15]3[N:22]([CH2:23][O:24][CH2:25][CH2:26][Si:27]([CH3:30])([CH3:29])[CH3:28])[C:21]([CH3:31])=[C:20]([C:32](O)=[O:33])[C:16]=3[N:17]=[CH:18][N:19]=2)[CH2:3][CH2:2]1.[NH2:35][C@H:36]1[CH2:41][CH2:40][C@H:39]([NH:42][C:43](=[O:49])[O:44][C:45]([CH3:48])([CH3:47])[CH3:46])[CH2:38][CH2:37]1, predict the reaction product. The product is: [C:45]([O:44][C:43](=[O:49])[NH:42][C@H:39]1[CH2:40][CH2:41][C@H:36]([NH:35][C:32]([C:20]2[C:16]3[N:17]=[CH:18][N:19]=[C:14]([C:7]4[CH:8]=[CH:9][C:10]([O:12][CH3:13])=[CH:11][C:6]=4[O:5][CH2:4][CH:1]4[CH2:2][CH2:3]4)[C:15]=3[N:22]([CH2:23][O:24][CH2:25][CH2:26][Si:27]([CH3:28])([CH3:30])[CH3:29])[C:21]=2[CH3:31])=[O:33])[CH2:37][CH2:38]1)([CH3:46])([CH3:48])[CH3:47]. (7) The product is: [CH2:46]([O:15][C:14](=[O:16])[CH2:13][CH2:12][CH2:11][C:10]1[N:2]([CH3:1])[C:3]2[CH:4]=[CH:5][C:6]([N:17]([CH2:18][CH2:19][Cl:20])[CH2:21][CH2:22][Cl:23])=[CH:7][C:8]=2[N:9]=1)[CH2:45][CH2:44][CH2:43][CH2:42][CH2:41][CH2:40][CH2:39][CH2:38][CH2:37][CH2:36][CH2:35][CH2:34][CH2:33][CH2:32][CH2:31][CH2:30][CH2:29][CH2:28][CH2:27][CH2:26][CH3:25]. Given the reactants [CH3:1][N:2]1[C:10]([CH2:11][CH2:12][CH2:13][C:14]([OH:16])=[O:15])=[N:9][C:8]2[CH:7]=[C:6]([N:17]([CH2:21][CH2:22][Cl:23])[CH2:18][CH2:19][Cl:20])[CH:5]=[CH:4][C:3]1=2.Cl.[CH2:25](O)[CH2:26][CH2:27][CH2:28][CH2:29][CH2:30][CH2:31][CH2:32][CH2:33][CH2:34][CH2:35][CH2:36][CH2:37][CH2:38][CH2:39][CH2:40][CH2:41][CH2:42][CH2:43][CH2:44][CH2:45][CH3:46].C1(N=C=NC2CCCCC2)CCCCC1, predict the reaction product.